Dataset: Forward reaction prediction with 1.9M reactions from USPTO patents (1976-2016). Task: Predict the product of the given reaction. (1) Given the reactants [NH2:1][C:2]1[C:3]([CH3:8])=[CH:4][CH:5]=[CH:6][CH:7]=1.[C:9](Cl)(=[O:13])[CH2:10][CH2:11][CH3:12].CO, predict the reaction product. The product is: [CH3:8][C:3]1[CH:4]=[CH:5][CH:6]=[CH:7][C:2]=1[NH:1][C:9](=[O:13])[CH2:10][CH2:11][CH3:12]. (2) Given the reactants [CH3:1][CH:2]1[CH2:7][CH2:6][CH:5]([N:8]2[CH2:13][CH2:12][N:11]([C:14]3[CH:19]=[CH:18][C:17]([C:20]4[S:24][C:23]([C:25]5[CH:42]=[CH:41][C:28]([C:29](ON6C7C=CC=CC=7N=N6)=[O:30])=[CH:27][CH:26]=5)=[N:22][N:21]=4)=[CH:16][CH:15]=3)[CH2:10][CH2:9]2)[CH2:4][CH2:3]1.Cl.[CH3:44][NH:45][O:46][CH3:47].C(N(C(C)C)CC)(C)C.O, predict the reaction product. The product is: [CH3:47][O:46][N:45]([CH3:44])[C:29](=[O:30])[C:28]1[CH:27]=[CH:26][C:25]([C:23]2[S:24][C:20]([C:17]3[CH:18]=[CH:19][C:14]([N:11]4[CH2:10][CH2:9][N:8]([C@H:5]5[CH2:6][CH2:7][C@@H:2]([CH3:1])[CH2:3][CH2:4]5)[CH2:13][CH2:12]4)=[CH:15][CH:16]=3)=[N:21][N:22]=2)=[CH:42][CH:41]=1. (3) Given the reactants Br[C:2]1[CH:11]=[CH:10][C:9]2[C:8]([CH3:13])([CH3:12])[CH2:7][CH:6]=[C:5]([S:14][C:15]3[CH:20]=[CH:19][CH:18]=[CH:17][CH:16]=3)[C:4]=2[CH:3]=1.[CH:21]([C:23]1[CH:33]=[CH:32][C:26]([C:27]([O:29][CH2:30][CH3:31])=[O:28])=[CH:25][CH:24]=1)=[CH2:22].C1(C)C=CC=CC=1P(C1C=CC=CC=1C)C1C=CC=CC=1C, predict the reaction product. The product is: [CH3:12][C:8]1([CH3:13])[CH2:7][CH:6]=[C:5]([S:14][C:15]2[CH:20]=[CH:19][CH:18]=[CH:17][CH:16]=2)[C:4]2[C:3](/[CH:22]=[CH:21]/[C:23]3[CH:33]=[CH:32][C:26]([C:27]([O:29][CH2:30][CH3:31])=[O:28])=[CH:25][CH:24]=3)=[CH:2][CH:11]=[CH:10][C:9]1=2.